This data is from Forward reaction prediction with 1.9M reactions from USPTO patents (1976-2016). The task is: Predict the product of the given reaction. (1) Given the reactants FC(F)(F)C(O)=O.[C:8]([C:11]1[CH2:16][NH:15][CH2:14][CH2:13][CH:12]=1)(=[O:10])[NH2:9].Cl[C:18]1[C:19]2[C:27]([CH3:28])=[C:26]([CH3:29])[N:25]([C:30]3[CH:35]=[CH:34][C:33]([CH:36]([CH3:38])[CH3:37])=[CH:32][C:31]=3[S:39][CH3:40])[C:20]=2[N:21]=[C:22]([CH3:24])[N:23]=1.C(N(C(C)C)CC)(C)C.C(=O)([O-])O.[Na+], predict the reaction product. The product is: [C:8]([C:11]1[CH2:16][N:15]([C:18]2[C:19]3[C:27]([CH3:28])=[C:26]([CH3:29])[N:25]([C:30]4[CH:35]=[CH:34][C:33]([CH:36]([CH3:37])[CH3:38])=[CH:32][C:31]=4[S:39][CH3:40])[C:20]=3[N:21]=[C:22]([CH3:24])[N:23]=2)[CH2:14][CH2:13][CH:12]=1)(=[O:10])[NH2:9]. (2) Given the reactants [Cl:1][C:2]1[CH:3]=[CH:4][C:5]([O:22][CH2:23][C:24]2[CH:29]=[CH:28][C:27]([Cl:30])=[CH:26][C:25]=2[F:31])=[C:6]([CH:21]=1)[CH2:7][N:8]1[C:17]2[CH:16]=[CH:15][CH:14]=[C:13]([C:18](O)=[O:19])[C:12]=2[CH2:11][CH2:10][CH2:9]1.C1CCN2C(=NCCC2)CC1.[CH3:43][S:44]([NH2:47])(=[O:46])=[O:45], predict the reaction product. The product is: [Cl:1][C:2]1[CH:3]=[CH:4][C:5]([O:22][CH2:23][C:24]2[CH:29]=[CH:28][C:27]([Cl:30])=[CH:26][C:25]=2[F:31])=[C:6]([CH:21]=1)[CH2:7][N:8]1[C:17]2[CH:16]=[CH:15][CH:14]=[C:13]([C:18]([NH:47][S:44]([CH3:43])(=[O:46])=[O:45])=[O:19])[C:12]=2[CH2:11][CH2:10][CH2:9]1. (3) Given the reactants [NH2:1][C@H:2]1[C@@H:5]([C@@H:6]2[CH2:10][O:9][C:8]([CH3:12])([CH3:11])[O:7]2)[N:4]([CH2:13][C:14]2[CH:19]=[CH:18][C:17]([O:20][CH3:21])=[CH:16][C:15]=2[O:22][CH3:23])[C:3]1=[O:24].C([O-])(O)=O.[Na+].Cl[C:31]([O:33][CH2:34][C:35]1[CH:40]=[CH:39][CH:38]=[CH:37][CH:36]=1)=[O:32], predict the reaction product. The product is: [CH2:34]([O:33][C:31](=[O:32])[NH:1][C@@H:2]1[C:3](=[O:24])[N:4]([CH2:13][C:14]2[CH:19]=[CH:18][C:17]([O:20][CH3:21])=[CH:16][C:15]=2[O:22][CH3:23])[C@@H:5]1[C@@H:6]1[CH2:10][O:9][C:8]([CH3:12])([CH3:11])[O:7]1)[C:35]1[CH:40]=[CH:39][CH:38]=[CH:37][CH:36]=1. (4) Given the reactants [F:1][C:2]1[CH:7]=[C:6]([F:8])[CH:5]=[CH:4][C:3]=1[NH:9][C:10](=[O:34])[NH:11][C:12]1[CH:17]=[CH:16][C:15]([C:18]2[N:22]=[C:21]([C:23]([NH:25][CH:26]([CH:31]([CH3:33])[CH3:32])[C:27]([O:29]C)=[O:28])=[O:24])[O:20][N:19]=2)=[CH:14][CH:13]=1.[OH-].[Li+], predict the reaction product. The product is: [F:1][C:2]1[CH:7]=[C:6]([F:8])[CH:5]=[CH:4][C:3]=1[NH:9][C:10](=[O:34])[NH:11][C:12]1[CH:13]=[CH:14][C:15]([C:18]2[N:22]=[C:21]([C:23]([NH:25][CH:26]([CH:31]([CH3:32])[CH3:33])[C:27]([OH:29])=[O:28])=[O:24])[O:20][N:19]=2)=[CH:16][CH:17]=1. (5) Given the reactants [C:1]([C:3]1[CH:23]=[C:22]([C:24]2[N:29]=[C:28]([NH:30][C:31]3[CH:36]=[CH:35][C:34]([N:37]4[CH2:42][CH2:41][N:40]([CH:43]5[CH2:46][O:45][CH2:44]5)[CH2:39][CH2:38]4)=[CH:33][CH:32]=3)[N:27]=[CH:26][N:25]=2)[CH:21]=[C:20]([CH3:47])[C:4]=1[O:5][C@H:6]1[CH2:11][CH2:10][N:9](C(OC(C)(C)C)=O)[CH2:8][C@H:7]1[F:19])#[N:2].C(O)(C(F)(F)F)=O, predict the reaction product. The product is: [F:19][C@H:7]1[C@@H:6]([O:5][C:4]2[C:20]([CH3:47])=[CH:21][C:22]([C:24]3[N:29]=[C:28]([NH:30][C:31]4[CH:32]=[CH:33][C:34]([N:37]5[CH2:38][CH2:39][N:40]([CH:43]6[CH2:44][O:45][CH2:46]6)[CH2:41][CH2:42]5)=[CH:35][CH:36]=4)[N:27]=[CH:26][N:25]=3)=[CH:23][C:3]=2[C:1]#[N:2])[CH2:11][CH2:10][NH:9][CH2:8]1. (6) Given the reactants [CH2:1]([O:4][C@@H:5]1[C@@H:19]([O:20][CH2:21][CH:22]=[CH2:23])[C@@H:18]([O:24][CH2:25][CH:26]=[CH2:27])[C@@H:17]([CH2:28][O:29][C:30]([C:43]2[CH:48]=[CH:47][CH:46]=[CH:45][CH:44]=2)([C:37]2[CH:42]=[CH:41][CH:40]=[CH:39][CH:38]=2)[C:31]2[CH:36]=[CH:35][CH:34]=[CH:33][CH:32]=2)[O:16][C@@H:6]1[O:7]C1C=CC(OC)=CC=1)[CH:2]=[CH2:3].[N+]([O-])([O-])=O.[NH4+].[Ce].[C:55]([C:59]#[N:60])([Cl:58])([Cl:57])[Cl:56].C([O-])([O-])=O.[K+].[K+], predict the reaction product. The product is: [Cl:56][C:55]([Cl:58])([Cl:57])[C:59](=[NH:60])[O:7][CH:6]1[O:16][C@H:17]([CH2:28][O:29][C:30]([C:31]2[CH:36]=[CH:35][CH:34]=[CH:33][CH:32]=2)([C:43]2[CH:44]=[CH:45][CH:46]=[CH:47][CH:48]=2)[C:37]2[CH:38]=[CH:39][CH:40]=[CH:41][CH:42]=2)[C@H:18]([O:24][CH2:25][CH:26]=[CH2:27])[C@H:19]([O:20][CH2:21][CH:22]=[CH2:23])[C@H:5]1[O:4][CH2:1][CH:2]=[CH2:3].